From a dataset of Forward reaction prediction with 1.9M reactions from USPTO patents (1976-2016). Predict the product of the given reaction. The product is: [F:44][C:45]([F:49])([F:48])[CH2:46][O:47][C:11](=[O:10])[C@H:12]([OH:42])[CH2:13][C@H:14]([NH:29][C:30]([C:32]1[CH:41]=[CH:40][C:35]2[N:36]=[N:37][N:38]([OH:39])[C:34]=2[CH:33]=1)=[O:31])[CH2:15][C:16]1[CH:21]=[CH:20][C:19]([C:22]2[CH:27]=[CH:26][CH:25]=[C:24]([Cl:28])[CH:23]=2)=[CH:18][CH:17]=1. Given the reactants Cl.O1CCOCC1.C([O:10][C:11](=O)[C@H:12]([OH:42])[CH2:13][C@H:14]([NH:29][C:30]([C:32]1[CH:41]=[CH:40][C:35]2[N:36]=[N:37][N:38]([OH:39])[C:34]=2[CH:33]=1)=[O:31])[CH2:15][C:16]1[CH:21]=[CH:20][C:19]([C:22]2[CH:27]=[CH:26][CH:25]=[C:24]([Cl:28])[CH:23]=2)=[CH:18][CH:17]=1)C.[F:44][C:45]([F:49])([F:48])[CH2:46][OH:47], predict the reaction product.